This data is from Forward reaction prediction with 1.9M reactions from USPTO patents (1976-2016). The task is: Predict the product of the given reaction. (1) Given the reactants [CH:1]([N:4]1[CH2:9][CH2:8][CH:7]([S:10]([C:12]2[CH:13]=[CH:14][C:15]3[O:21][CH2:20][CH2:19][N:18]4[CH:22]=[C:23]([C:25]5[CH:30]=[CH:29][CH:28]=[CH:27][N:26]=5)[N:24]=[C:17]4[C:16]=3[CH:31]=2)=[O:11])[CH2:6][CH2:5]1)([CH3:3])[CH3:2].C(O)(C(F)(F)F)=[O:33].C1C=C(Cl)C=C(C(OO)=O)C=1, predict the reaction product. The product is: [CH:1]([N:4]1[CH2:9][CH2:8][CH:7]([S:10]([C:12]2[CH:13]=[CH:14][C:15]3[O:21][CH2:20][CH2:19][N:18]4[CH:22]=[C:23]([C:25]5[CH:30]=[CH:29][CH:28]=[CH:27][N:26]=5)[N:24]=[C:17]4[C:16]=3[CH:31]=2)(=[O:33])=[O:11])[CH2:6][CH2:5]1)([CH3:3])[CH3:2]. (2) Given the reactants NC1N(C(OC(C)(C)C)=O)N=C(C2C=CC(O)=CC=2)C=1C#N.[CH3:23][N:24]([CH3:28])[CH2:25][CH2:26][OH:27].[Cl:29][C:30]1[N:35]=[CH:34][C:33](O)=[CH:32][N:31]=1, predict the reaction product. The product is: [Cl:29][C:30]1[N:35]=[CH:34][C:33]([O:27][CH2:26][CH2:25][N:24]([CH3:28])[CH3:23])=[CH:32][N:31]=1. (3) Given the reactants [C:1]([O:5][C:6]([NH:8][CH2:9][CH2:10][O:11][C:12]1[C:17]([CH2:18][OH:19])=[C:16]([F:20])[C:15]([F:21])=[CH:14][CH:13]=1)=[O:7])([CH3:4])([CH3:3])[CH3:2].[Cl:22][C:23]1[CH:28]=[CH:27][C:26](O)=[CH:25][C:24]=1[N+:30]([O-])=O.C1(P(C2C=CC=CC=2)C2C=CC=CC=2)C=CC=CC=1.N(C(OC(C)C)=O)=NC(OC(C)C)=O.C(=O)([O-])O.[Na+], predict the reaction product. The product is: [C:1]([O:5][C:6]([NH:8][CH2:9][CH2:10][O:11][C:12]1[C:17]([CH2:18][O:19][C:26]2[CH:27]=[CH:28][C:23]([Cl:22])=[C:24]([CH:25]=2)[NH2:30])=[C:16]([F:20])[C:15]([F:21])=[CH:14][CH:13]=1)=[O:7])([CH3:4])([CH3:2])[CH3:3]. (4) Given the reactants [CH3:1][NH:2][S:3]([C:6]1[CH:11]=[CH:10][CH:9]=[CH:8][C:7]=1[N+:12]([O-])=O)(=[O:5])=[O:4], predict the reaction product. The product is: [NH2:12][C:7]1[CH:8]=[CH:9][CH:10]=[CH:11][C:6]=1[S:3]([NH:2][CH3:1])(=[O:5])=[O:4].